Dataset: Full USPTO retrosynthesis dataset with 1.9M reactions from patents (1976-2016). Task: Predict the reactants needed to synthesize the given product. (1) Given the product [C:62]([O:6][CH2:7][CH3:16])(=[O:63])[CH3:61].[CH3:52][CH2:53][CH2:54][CH:55]([CH3:56])[CH3:64].[F:23][C:20]1[CH:21]=[CH:22][C:17]([C:12]2[CH:11]=[CH:10][C:9]3[C:14](=[CH:15][CH:16]=[C:7]([S:34]([C:28]4[CH:33]=[CH:32][CH:31]=[CH:30][CH:29]=4)(=[O:36])=[O:35])[CH:8]=3)[CH:13]=2)=[C:18]([CH:19]=1)[C:24]#[N:25], predict the reactants needed to synthesize it. The reactants are: FC(F)(F)S([O:6][C:7]1[CH:16]=[CH:15][C:14]2[C:9](=[CH:10][CH:11]=[C:12]([C:17]3[CH:22]=[CH:21][C:20]([F:23])=[CH:19][C:18]=3[C:24]#[N:25])[CH:13]=2)[CH:8]=1)(=O)=O.[C:28]1([S:34]([O-:36])=[O:35])[CH:33]=[CH:32][CH:31]=[CH:30][CH:29]=1.[Na+].C(=O)([O-])[O-].[Cs+].[Cs+].C1(P(C2C=CC=CC=2)C2[C:64]3[O:63][C:62]4C(=CC=C[C:61]=4P(C4C=CC=CC=4)C4C=CC=CC=4)[C:56](C)(C)[C:55]=3[CH:54]=[CH:53][CH:52]=2)C=CC=CC=1. (2) Given the product [C:24]([O:23][C:21]([N:8]1[CH2:9][CH2:10][C:11]2[O:15][N:14]=[C:13]([C:16]([OH:18])=[O:17])[C:12]=2[CH:7]1[C:1]1[CH:6]=[CH:5][CH:4]=[CH:3][CH:2]=1)=[O:22])([CH3:27])([CH3:25])[CH3:26], predict the reactants needed to synthesize it. The reactants are: [C:1]1([CH:7]2[C:12]3[C:13]([C:16]([O:18]CC)=[O:17])=[N:14][O:15][C:11]=3[CH2:10][CH2:9][N:8]2[C:21]([O:23][C:24]([CH3:27])([CH3:26])[CH3:25])=[O:22])[CH:6]=[CH:5][CH:4]=[CH:3][CH:2]=1.O[Li].O. (3) Given the product [CH3:1][C:2]1[C:10]2[C:5](=[N:6][CH:7]=[C:8]([N+:11]([O-:13])=[O:12])[CH:9]=2)[NH:4][N:3]=1, predict the reactants needed to synthesize it. The reactants are: [CH3:1][C:2]1[C:10]2[C:5](=[N:6][CH:7]=[CH:8][CH:9]=2)[NH:4][N:3]=1.[N+:11]([O-])([OH:13])=[O:12].S(=O)(=O)(O)O.C(=O)(O)[O-].[Na+]. (4) Given the product [F:1][C:2]1[CH:7]=[CH:6][C:5]([C:8]2[N:9]([CH:18]([CH3:20])[CH3:19])[N:10]=[C:11]3[C:17]=2[CH2:16][CH2:15][N:14]([CH2:29][CH2:28][CH2:27][C:21]2[CH:26]=[CH:25][CH:24]=[CH:23][CH:22]=2)[CH2:13][CH2:12]3)=[CH:4][CH:3]=1, predict the reactants needed to synthesize it. The reactants are: [F:1][C:2]1[CH:7]=[CH:6][C:5]([C:8]2[N:9]([CH:18]([CH3:20])[CH3:19])[N:10]=[C:11]3[C:17]=2[CH2:16][CH2:15][NH:14][CH2:13][CH2:12]3)=[CH:4][CH:3]=1.[C:21]1([CH2:27][CH2:28][CH:29]=O)[CH:26]=[CH:25][CH:24]=[CH:23][CH:22]=1. (5) Given the product [CH2:1]([O:5][C:6]1[CH:33]=[C:32]([O:34][CH2:35][CH:36]([CH3:38])[CH3:37])[CH:31]=[CH:30][C:7]=1[C:8]([C:10]1[CH:11]=[CH:12][C:13]([O:25][CH2:26][CH:27]([CH3:29])[CH3:28])=[C:14]([CH:24]=1)[C:15]([NH:17][CH2:18][C:19]([OH:21])=[O:20])=[O:16])=[O:9])[CH:2]([CH3:4])[CH3:3], predict the reactants needed to synthesize it. The reactants are: [CH2:1]([O:5][C:6]1[CH:33]=[C:32]([O:34][CH2:35][CH:36]([CH3:38])[CH3:37])[CH:31]=[CH:30][C:7]=1[C:8]([C:10]1[CH:11]=[CH:12][C:13]([O:25][CH2:26][CH:27]([CH3:29])[CH3:28])=[C:14]([CH:24]=1)[C:15]([NH:17][CH2:18][C:19]([O:21]CC)=[O:20])=[O:16])=[O:9])[CH:2]([CH3:4])[CH3:3].[OH-].[Na+].O.Cl.